This data is from Catalyst prediction with 721,799 reactions and 888 catalyst types from USPTO. The task is: Predict which catalyst facilitates the given reaction. (1) Reactant: [C:1]1([CH3:12])[CH:6]=[CH:5][C:4]([S:7]([NH:10][NH2:11])(=[O:9])=[O:8])=[CH:3][CH:2]=1.[F:13][CH:14]([F:24])[O:15][C:16]1[CH:23]=[CH:22][C:19]([CH:20]=O)=[CH:18][CH:17]=1. Product: [S:7]([NH:10][N:11]=[CH:4][C:3]1[CH:2]=[CH:1][CH:6]=[CH:5][C:20]=1[C:19]1[CH:22]=[CH:23][C:16]([O:15][CH:14]([F:24])[F:13])=[CH:17][CH:18]=1)([C:4]1[CH:3]=[CH:2][C:1]([CH3:12])=[CH:6][CH:5]=1)(=[O:8])=[O:9]. The catalyst class is: 5. (2) Reactant: [OH:1][CH:2]([C:9]([OH:11])=[O:10])[C:3]([CH3:8])([CH3:7])[C:4]([OH:6])=O.FC(F)(F)C(OC(=O)C(F)(F)F)=O. Product: [OH:1][CH:2]1[C:9](=[O:10])[O:11][C:4](=[O:6])[C:3]1([CH3:7])[CH3:8]. The catalyst class is: 2. (3) Reactant: [N:1]1[CH:6]=[CH:5][CH:4]=[CH:3][C:2]=1[NH:7][C:8]1[CH:23]=[CH:22][C:11]([O:12][C:13]2[N:21]=[CH:20][CH:19]=[CH:18][C:14]=2[C:15]([OH:17])=O)=[CH:10][CH:9]=1.Cl.[CH:25]1([CH2:28][NH2:29])[CH2:27][CH2:26]1.C(Cl)CCl.C1C=CC2N(O)N=NC=2C=1. Product: [CH:25]1([CH2:28][NH:29][C:15](=[O:17])[C:14]2[CH:18]=[CH:19][CH:20]=[N:21][C:13]=2[O:12][C:11]2[CH:10]=[CH:9][C:8]([NH:7][C:2]3[CH:3]=[CH:4][CH:5]=[CH:6][N:1]=3)=[CH:23][CH:22]=2)[CH2:27][CH2:26]1. The catalyst class is: 18. (4) Reactant: [O:1]1[CH2:6][CH2:5][CH2:4][CH2:3][CH:2]1[CH2:7][OH:8].[N:9]1([C:14](N2C=CN=C2)=[O:15])[CH:13]=[CH:12][N:11]=[CH:10]1. Product: [N:9]1([C:14]([O:8][CH2:7][CH:2]2[CH2:3][CH2:4][CH2:5][CH2:6][O:1]2)=[O:15])[CH:13]=[CH:12][N:11]=[CH:10]1. The catalyst class is: 2. (5) Reactant: [NH2:1][C:2]1[CH:12]=[CH:11][C:5]([C:6]([N:8]([CH3:10])[CH3:9])=[O:7])=[CH:4][CH:3]=1.Cl[C:14]([O:16][CH2:17][C:18]([Cl:21])([Cl:20])[Cl:19])=[O:15]. Product: [Cl:19][C:18]([Cl:21])([Cl:20])[CH2:17][O:16][C:14](=[O:15])[NH:1][C:2]1[CH:12]=[CH:11][C:5]([C:6](=[O:7])[N:8]([CH3:10])[CH3:9])=[CH:4][CH:3]=1. The catalyst class is: 2. (6) Reactant: [NH2:1][C:2]1[C:7]([CH2:8][NH:9][CH3:10])=[CH:6][C:5]([Br:11])=[CH:4][N:3]=1.[C:12](O[C:12]([O:14][C:15]([CH3:18])([CH3:17])[CH3:16])=[O:13])([O:14][C:15]([CH3:18])([CH3:17])[CH3:16])=[O:13]. Product: [Br:11][C:5]1[CH:6]=[C:7]([CH2:8][N:9]([C:12]([O:14][C:15]([CH3:18])([CH3:17])[CH3:16])=[O:13])[CH3:10])[C:2]([NH:1][C:12]([O:14][C:15]([CH3:18])([CH3:17])[CH3:16])=[O:13])=[N:3][CH:4]=1. The catalyst class is: 1.